From a dataset of Full USPTO retrosynthesis dataset with 1.9M reactions from patents (1976-2016). Predict the reactants needed to synthesize the given product. (1) The reactants are: [CH3:1][S:2]([C:5]1[CH:6]=[CH:7][C:8]([O:11][CH2:12][CH2:13][C@@H:14]2[CH2:16][C@@H:15]2[CH:17]2[CH2:22][CH2:21][NH:20][CH2:19][CH2:18]2)=[N:9][CH:10]=1)(=[O:4])=[O:3].C(N(CC)CC)C.[C:30](=O)([O:36]N1C(=O)CCC1=O)[O:31][CH2:32][CH:33]1[CH2:35][CH2:34]1. Given the product [CH3:1][S:2]([C:5]1[CH:6]=[CH:7][C:8]([O:11][CH2:12][CH2:13][C@@H:14]2[CH2:16][C@@H:15]2[CH:17]2[CH2:22][CH2:21][N:20]([C:30]([O:31][CH2:32][CH:33]3[CH2:35][CH2:34]3)=[O:36])[CH2:19][CH2:18]2)=[N:9][CH:10]=1)(=[O:3])=[O:4], predict the reactants needed to synthesize it. (2) Given the product [CH:25]1([C:23]([N:20]2[CH2:21][CH2:22][C@@H:18]([CH2:17][N:9]3[C:10]4[CH:15]=[CH:14][N:13]=[CH:12][C:11]=4[N:16]=[C:8]3[C:5]3[CH:6]=[CH:7][C:2]([C:33]4[CH:32]=[C:31]5[C:36](=[CH:35][CH:34]=4)[NH:28][CH:29]=[CH:30]5)=[CH:3][CH:4]=3)[CH2:19]2)=[O:24])[CH2:27][CH2:26]1, predict the reactants needed to synthesize it. The reactants are: Br[C:2]1[CH:7]=[CH:6][C:5]([C:8]2[N:9]([CH2:17][C@@H:18]3[CH2:22][CH2:21][N:20]([C:23]([CH:25]4[CH2:27][CH2:26]4)=[O:24])[CH2:19]3)[C:10]3[CH:15]=[CH:14][N:13]=[CH:12][C:11]=3[N:16]=2)=[CH:4][CH:3]=1.[NH:28]1[C:36]2[C:31](=[CH:32][C:33](B(O)O)=[CH:34][CH:35]=2)[CH:30]=[CH:29]1.C(=O)(O)[O-].[Na+]. (3) Given the product [Cl:1][C:2]1[C:7]([N+:8]([O-:10])=[O:9])=[CH:6][N:5]=[C:4]([NH2:11])[C:3]=1[C:18]#[C:17][Si:14]([CH3:16])([CH3:15])[CH3:13], predict the reactants needed to synthesize it. The reactants are: [Cl:1][C:2]1[C:7]([N+:8]([O-:10])=[O:9])=[CH:6][N:5]=[C:4]([NH2:11])[C:3]=1I.[CH3:13][Si:14]([C:17]#[CH:18])([CH3:16])[CH3:15]. (4) Given the product [C:6]1([S:12]([CH:5]2[CH2:4][CH2:3][CH2:2][O:1]2)(=[O:14])=[O:13])[CH:11]=[CH:10][CH:9]=[CH:8][CH:7]=1, predict the reactants needed to synthesize it. The reactants are: [O:1]1[CH:5]=[CH:4][CH2:3][CH2:2]1.[C:6]1([S:12]([OH:14])=[O:13])[CH:11]=[CH:10][CH:9]=[CH:8][CH:7]=1. (5) Given the product [CH2:21]([O:23][C:24]([C:25]1[S:26][CH:8]=[C:7]([C:4]2[CH:5]=[CH:6][C:1]([CH3:10])=[CH:2][CH:3]=2)[CH:16]=1)=[O:27])[CH3:22], predict the reactants needed to synthesize it. The reactants are: [C:1]1([CH3:10])[CH:6]=[CH:5][C:4]([CH2:7][CH:8]=O)=[CH:3][CH:2]=1.O=P(Cl)(Cl)Cl.[CH3:16]N(C=O)C.[CH2:21]([O:23][C:24](=[O:27])[CH2:25][SH:26])[CH3:22]. (6) Given the product [Br-:1].[F:13][C:7]1[CH:8]=[CH:9][C:10]([F:12])=[CH:11][C:6]=1[NH:5][C:3]([CH2:2][N+:14]12[CH2:21][CH2:20][CH:17]([CH2:18][CH2:19]1)[C@@H:16]([O:22][C:23]([C:25]1([C:32]3[CH:33]=[CH:34][CH:35]=[CH:36][CH:37]=3)[CH2:31][CH2:30][CH2:29][CH2:28][CH2:27][CH2:26]1)=[O:24])[CH2:15]2)=[O:4], predict the reactants needed to synthesize it. The reactants are: [Br:1][CH2:2][C:3]([NH:5][C:6]1[CH:11]=[C:10]([F:12])[CH:9]=[CH:8][C:7]=1[F:13])=[O:4].[N:14]12[CH2:21][CH2:20][CH:17]([CH2:18][CH2:19]1)[C@@H:16]([O:22][C:23]([C:25]1([C:32]3[CH:37]=[CH:36][CH:35]=[CH:34][CH:33]=3)[CH2:31][CH2:30][CH2:29][CH2:28][CH2:27][CH2:26]1)=[O:24])[CH2:15]2. (7) Given the product [N:1]1([CH:12]([NH:27][C:25](=[O:26])[CH2:24][C:21]2[CH:22]=[CH:23][C:18]([S:17][CH3:16])=[CH:19][CH:20]=2)[C:11]([CH3:15])([CH3:14])[CH3:10])[C:5]2[CH:6]=[CH:7][CH:8]=[CH:9][C:4]=2[N:3]=[N:2]1, predict the reactants needed to synthesize it. The reactants are: [NH:1]1[C:5]2[CH:6]=[CH:7][CH:8]=[CH:9][C:4]=2[N:3]=[N:2]1.[CH3:10][C:11]([CH3:15])([CH3:14])[CH:12]=O.[CH3:16][S:17][C:18]1[CH:23]=[CH:22][C:21]([CH2:24][C:25]([NH2:27])=[O:26])=[CH:20][CH:19]=1. (8) The reactants are: [C:1]1([C:7]2[N:8]=[C:9]([C:12]3([CH2:18][NH2:19])[CH2:17][CH2:16][O:15][CH2:14][CH2:13]3)[S:10][CH:11]=2)[CH:6]=[CH:5][CH:4]=[CH:3][CH:2]=1.[C:20]([CH:22]1[CH2:24][CH:23]1[C:25](O)=[O:26])#[N:21]. Given the product [C:20]([CH:22]1[CH2:24][CH:23]1[C:25]([NH:19][CH2:18][C:12]1([C:9]2[S:10][CH:11]=[C:7]([C:1]3[CH:2]=[CH:3][CH:4]=[CH:5][CH:6]=3)[N:8]=2)[CH2:13][CH2:14][O:15][CH2:16][CH2:17]1)=[O:26])#[N:21], predict the reactants needed to synthesize it.